Dataset: NCI-60 drug combinations with 297,098 pairs across 59 cell lines. Task: Regression. Given two drug SMILES strings and cell line genomic features, predict the synergy score measuring deviation from expected non-interaction effect. (1) Drug 1: CN(C)N=NC1=C(NC=N1)C(=O)N. Drug 2: CN(C)C1=NC(=NC(=N1)N(C)C)N(C)C. Cell line: 786-0. Synergy scores: CSS=2.42, Synergy_ZIP=5.96, Synergy_Bliss=6.98, Synergy_Loewe=2.85, Synergy_HSA=4.10. (2) Drug 1: C1CC(=O)NC(=O)C1N2CC3=C(C2=O)C=CC=C3N. Drug 2: C#CCC(CC1=CN=C2C(=N1)C(=NC(=N2)N)N)C3=CC=C(C=C3)C(=O)NC(CCC(=O)O)C(=O)O. Cell line: NCIH23. Synergy scores: CSS=9.62, Synergy_ZIP=1.19, Synergy_Bliss=3.39, Synergy_Loewe=2.44, Synergy_HSA=1.61. (3) Drug 1: C1=NC2=C(N=C(N=C2N1C3C(C(C(O3)CO)O)F)Cl)N. Drug 2: CNC(=O)C1=NC=CC(=C1)OC2=CC=C(C=C2)NC(=O)NC3=CC(=C(C=C3)Cl)C(F)(F)F. Cell line: SR. Synergy scores: CSS=-3.18, Synergy_ZIP=0.555, Synergy_Bliss=-2.80, Synergy_Loewe=-6.66, Synergy_HSA=-6.61.